This data is from Forward reaction prediction with 1.9M reactions from USPTO patents (1976-2016). The task is: Predict the product of the given reaction. (1) The product is: [F:9][C:8]1[CH:7]=[C:6]([C:10]2[CH:11]=[N:12][N:13]([C:16]3[CH:24]=[CH:23][C:19]([C:20]([N:26]4[CH2:31][CH2:30][O:29][CH2:28][CH2:27]4)=[O:22])=[CH:18][N:17]=3)[C:14]=2[OH:15])[C:5]([CH3:25])=[CH:4][C:3]=1[C:1]#[N:2]. Given the reactants [C:1]([C:3]1[C:8]([F:9])=[CH:7][C:6]([C:10]2[CH:11]=[N:12][N:13]([C:16]3[CH:24]=[CH:23][C:19]([C:20]([OH:22])=O)=[CH:18][N:17]=3)[C:14]=2[OH:15])=[C:5]([CH3:25])[CH:4]=1)#[N:2].[NH:26]1[CH2:31][CH2:30][O:29][CH2:28][CH2:27]1, predict the reaction product. (2) Given the reactants [NH:1]1[C:9]2[C:4](=[CH:5][CH:6]=[CH:7][CH:8]=2)[C:3]([C:10](=[O:14])[C:11](Cl)=[O:12])=[CH:2]1.[CH2:15]([NH:22][CH2:23][C:24]1[CH:29]=[CH:28][CH:27]=[CH:26][CH:25]=1)[C:16]1[CH:21]=[CH:20][CH:19]=[CH:18][CH:17]=1, predict the reaction product. The product is: [CH2:23]([N:22]([CH2:15][C:16]1[CH:21]=[CH:20][CH:19]=[CH:18][CH:17]=1)[C:11](=[O:12])[C:10]([C:3]1[C:4]2[C:9](=[CH:8][CH:7]=[CH:6][CH:5]=2)[NH:1][CH:2]=1)=[O:14])[C:24]1[CH:29]=[CH:28][CH:27]=[CH:26][CH:25]=1.